From a dataset of Peptide-MHC class I binding affinity with 185,985 pairs from IEDB/IMGT. Regression. Given a peptide amino acid sequence and an MHC pseudo amino acid sequence, predict their binding affinity value. This is MHC class I binding data. (1) The peptide sequence is DPGNPNCLEW. The MHC is HLA-B53:01 with pseudo-sequence HLA-B53:01. The binding affinity (normalized) is 0.825. (2) The binding affinity (normalized) is 0.850. The MHC is HLA-A02:01 with pseudo-sequence HLA-A02:01. The peptide sequence is YMLFTKFFYL.